This data is from Full USPTO retrosynthesis dataset with 1.9M reactions from patents (1976-2016). The task is: Predict the reactants needed to synthesize the given product. (1) The reactants are: [CH3:1][O:2][C:3]1[CH:4]=[C:5]([CH:11]=[CH:12][C:13]=1[O:14][CH2:15][CH2:16][NH:17][CH2:18][CH3:19])[C:6]([O:8][CH2:9][CH3:10])=[O:7].[CH3:20][O:21][C:22]1[CH:23]=[C:24]([CH2:39][C:40](O)=[O:41])[CH:25]=[CH:26][C:27]=1[NH:28][C:29]([NH:31][C:32]1[CH:37]=[CH:36][CH:35]=[CH:34][C:33]=1[CH3:38])=[O:30].CCN(CC)CC. Given the product [CH3:1][O:2][C:3]1[CH:4]=[C:5]([CH:11]=[CH:12][C:13]=1[O:14][CH2:15][CH2:16][NH:17][CH2:18][CH2:19][C:40](=[O:41])[CH2:39][C:24]1[CH:25]=[CH:26][C:27]([NH:28][C:29]([NH:31][C:32]2[CH:37]=[CH:36][CH:35]=[CH:34][C:33]=2[CH3:38])=[O:30])=[C:22]([O:21][CH3:20])[CH:23]=1)[C:6]([O:8][CH2:9][CH3:10])=[O:7], predict the reactants needed to synthesize it. (2) Given the product [CH3:18][C:15]1[N:14]=[C:13]([C:5]2[C:6]3[CH2:12][CH2:11][CH2:10][CH2:9][C:7]=3[S:8][C:4]=2[NH:1][C:2]([N:26]2[CH2:30][CH2:29][CH2:28][C@@H:27]2[C:31]([OH:33])=[O:32])=[O:3])[O:17][N:16]=1, predict the reactants needed to synthesize it. The reactants are: [N:1]([C:4]1[S:8][C:7]2[CH2:9][CH2:10][CH2:11][CH2:12][C:6]=2[C:5]=1[C:13]1[O:17][N:16]=[C:15]([CH3:18])[N:14]=1)=[C:2]=[O:3].CCN(CC)CC.[NH:26]1[CH2:30][CH2:29][CH2:28][C@@H:27]1[C:31]([OH:33])=[O:32].